Dataset: Forward reaction prediction with 1.9M reactions from USPTO patents (1976-2016). Task: Predict the product of the given reaction. Given the reactants [CH2:1]([CH:19]([CH2:21][CH2:22][CH2:23][CH2:24][CH2:25][CH2:26][CH2:27][CH2:28]/[CH:29]=[CH:30]\[CH2:31]/[CH:32]=[CH:33]\[CH2:34][CH2:35][CH2:36][CH2:37][CH3:38])[OH:20])[CH2:2][CH2:3][CH2:4][CH2:5][CH2:6][CH2:7][CH2:8]/[CH:9]=[CH:10]\[CH2:11]/[CH:12]=[CH:13]\[CH2:14][CH2:15][CH2:16][CH2:17][CH3:18].[CH3:39][N:40]([CH:42]([CH2:46][CH3:47])C(O)=O)[CH3:41].C(N(C(C)C)CC)(C)C.[CH3:57][OH:58], predict the reaction product. The product is: [CH3:18][CH2:17][CH2:16][CH2:15][CH2:14]/[CH:13]=[CH:12]\[CH2:11]/[CH:10]=[CH:9]\[CH2:8][CH2:7][CH2:6][CH2:5][CH2:4][CH2:3][CH2:2][CH2:1][CH:19]([O:20][C:57](=[O:58])[CH2:47][CH2:46][CH2:42][N:40]([CH3:39])[CH3:41])[CH2:21][CH2:22][CH2:23][CH2:24][CH2:25][CH2:26][CH2:27][CH2:28]/[CH:29]=[CH:30]\[CH2:31]/[CH:32]=[CH:33]\[CH2:34][CH2:35][CH2:36][CH2:37][CH3:38].